From a dataset of Forward reaction prediction with 1.9M reactions from USPTO patents (1976-2016). Predict the product of the given reaction. Given the reactants [CH3:1][S:2]([C:5]1[CH:13]=[CH:12][C:8]([C:9]([OH:11])=O)=[CH:7][CH:6]=1)(=[O:4])=[O:3].C(Cl)(=O)C(Cl)=O.[CH:20]([C:23]1[CH:28]=[CH:27][CH:26]=[C:25]([CH:29]([CH3:31])[CH3:30])[C:24]=1[OH:32])([CH3:22])[CH3:21].[Cl-].[Al+3].[Cl-].[Cl-], predict the reaction product. The product is: [OH:32][C:24]1[C:25]([CH:29]([CH3:30])[CH3:31])=[CH:26][C:27]([C:9]([C:8]2[CH:7]=[CH:6][C:5]([S:2]([CH3:1])(=[O:3])=[O:4])=[CH:13][CH:12]=2)=[O:11])=[CH:28][C:23]=1[CH:20]([CH3:22])[CH3:21].